Dataset: Full USPTO retrosynthesis dataset with 1.9M reactions from patents (1976-2016). Task: Predict the reactants needed to synthesize the given product. (1) Given the product [NH2:1][C:4]1[C:13]2[NH:12][C:11](=[O:14])[CH2:10][O:9][C:8]=2[CH:7]=[CH:6][CH:5]=1, predict the reactants needed to synthesize it. The reactants are: [N+:1]([C:4]1[C:13]2[NH:12][C:11](=[O:14])[CH2:10][O:9][C:8]=2[CH:7]=[CH:6][CH:5]=1)([O-])=O. (2) Given the product [F:1][C:2]1[C:3]2[S:21][CH:20]=[CH:19][C:4]=2[NH:5][C:6]=1[C:7]([O:9][CH3:10])=[O:8], predict the reactants needed to synthesize it. The reactants are: [F:1][C:2]1[C:3]2[S:21][CH:20]=[CH:19][C:4]=2[N:5](COCC[Si](C)(C)C)[C:6]=1[C:7]([O:9][CH3:10])=[O:8].CCCC[N+](CCCC)(CCCC)CCCC.[F-].C(N)CN.COC1C=CC(C=O)=CC=1. (3) The reactants are: [NH2:1][C:2]1[CH:7]=[CH:6][C:5]([CH2:8][CH2:9][C:10]2[N:11]=[C:12]([NH:15][C:16](=[O:18])[CH3:17])[S:13][CH:14]=2)=[CH:4][CH:3]=1.I.[C:20](SC)(=[NH:22])[CH3:21]. Given the product [C:20]([NH:1][C:2]1[CH:7]=[CH:6][C:5]([CH2:8][CH2:9][C:10]2[N:11]=[C:12]([NH:15][C:16](=[O:18])[CH3:17])[S:13][CH:14]=2)=[CH:4][CH:3]=1)(=[NH:22])[CH3:21], predict the reactants needed to synthesize it. (4) Given the product [C:19]([O:18][C:16]([N:13]1[CH2:14][CH2:15][CH:11]([N:9]2[CH:10]=[C:6]([C:4]([OH:5])=[O:3])[C:7]([C:23]3[CH:24]=[CH:25][C:26]([O:29][C:30]4[CH:35]=[CH:34][CH:33]=[CH:32][CH:31]=4)=[CH:27][CH:28]=3)=[N:8]2)[CH2:12]1)=[O:17])([CH3:22])([CH3:20])[CH3:21], predict the reactants needed to synthesize it. The reactants are: C([O:3][C:4]([C:6]1[C:7]([C:23]2[CH:28]=[CH:27][C:26]([O:29][C:30]3[CH:35]=[CH:34][CH:33]=[CH:32][CH:31]=3)=[CH:25][CH:24]=2)=[N:8][N:9]([CH:11]2[CH2:15][CH2:14][N:13]([C:16]([O:18][C:19]([CH3:22])([CH3:21])[CH3:20])=[O:17])[CH2:12]2)[CH:10]=1)=[O:5])C.[Li+].[OH-].O.Cl.O. (5) The reactants are: [F:1][C:2]([F:14])([F:13])[O:3][C:4]1[CH:12]=[CH:11][C:7]([C:8]([OH:10])=[O:9])=[CH:6][CH:5]=1.[Br:15]Br.O. Given the product [Br:15][C:5]1[CH:6]=[C:7]([CH:11]=[CH:12][C:4]=1[O:3][C:2]([F:13])([F:14])[F:1])[C:8]([OH:10])=[O:9], predict the reactants needed to synthesize it. (6) Given the product [CH:1]([C:4]1[C:5]([OH:15])=[N:6][CH:7]=[C:8]([N+:11]([O-:13])=[O:12])[CH:9]=1)([CH3:3])[CH3:2], predict the reactants needed to synthesize it. The reactants are: [CH:1]([C:4]1[C:5](N)=[N:6][CH:7]=[CH:8][CH:9]=1)([CH3:3])[CH3:2].[N+:11]([O-])([OH:13])=[O:12].[OH2:15]. (7) Given the product [Cl:6][C:7]1[CH:27]=[C:26]([Cl:28])[CH:25]=[CH:24][C:8]=1[CH2:9][NH:10][C:11]1[N:12]=[C:13]([S:22][CH3:23])[N:14]2[CH:1]=[N:21][N:20]=[C:15]2[C:16]=1[C:17]([NH2:19])=[O:18], predict the reactants needed to synthesize it. The reactants are: [CH:1]([O-])([O-])OC.[Cl:6][C:7]1[CH:27]=[C:26]([Cl:28])[CH:25]=[CH:24][C:8]=1[CH2:9][NH:10][C:11]1[C:16]([C:17]([NH2:19])=[O:18])=[C:15]([NH:20][NH2:21])[N:14]=[C:13]([S:22][CH3:23])[N:12]=1.